Dataset: Forward reaction prediction with 1.9M reactions from USPTO patents (1976-2016). Task: Predict the product of the given reaction. (1) Given the reactants Cl[CH2:2][C:3]1[C:12]2[C:7](=[CH:8][C:9]([OH:14])=[CH:10][C:11]=2[CH3:13])[O:6][C:5](=[O:15])[CH:4]=1.S(=O)(=O)(O)[OH:17], predict the reaction product. The product is: [OH:14][C:9]1[CH:10]=[C:11]([CH3:13])[C:12]2[C:3]([CH2:4][C:5]([OH:15])=[O:17])=[CH:2][O:6][C:7]=2[CH:8]=1. (2) Given the reactants Br[CH2:2][C:3]1[CH:8]=[CH:7][CH:6]=[CH:5][C:4]=1[O:9][CH2:10][CH:11]1[CH2:14][CH2:13][CH2:12]1.[F:15][C:16]1[CH:21]=[CH:20][CH:19]=[C:18]([F:22])[C:17]=1[NH:23][C:24]([C:26]1[N:27]=[N:28][NH:29][CH:30]=1)=[O:25].C(=O)([O-])[O-].[K+].[K+], predict the reaction product. The product is: [CH:11]1([CH2:10][O:9][C:4]2[CH:5]=[CH:6][CH:7]=[CH:8][C:3]=2[CH2:2][N:28]2[N:27]=[C:26]([C:24]([NH:23][C:17]3[C:18]([F:22])=[CH:19][CH:20]=[CH:21][C:16]=3[F:15])=[O:25])[CH:30]=[N:29]2)[CH2:14][CH2:13][CH2:12]1. (3) Given the reactants [C:1]([NH:5][CH3:6])([CH3:4])([CH3:3])[CH3:2].C(N(CC)CC)C.[C:14]([C:16]1[CH:21]=[CH:20][CH:19]=[CH:18][C:17]=1[S:22](Cl)(=[O:24])=[O:23])#[N:15], predict the reaction product. The product is: [C:1]([N:5]([CH3:6])[S:22]([C:17]1[CH:18]=[CH:19][CH:20]=[CH:21][C:16]=1[C:14]#[N:15])(=[O:24])=[O:23])([CH3:4])([CH3:3])[CH3:2]. (4) Given the reactants [N:1]1[CH:6]=[CH:5][CH:4]=[N:3][C:2]=1[C:7]1[CH:12]=[CH:11][C:10]([NH:13]C(=O)C(C)(C)C)=[CH:9][CH:8]=1.[OH-].[Na+], predict the reaction product. The product is: [N:1]1[CH:6]=[CH:5][CH:4]=[N:3][C:2]=1[C:7]1[CH:8]=[CH:9][C:10]([NH2:13])=[CH:11][CH:12]=1. (5) Given the reactants [C:1]1([C:7]([CH:9]([C:11]2[CH:16]=[CH:15][CH:14]=[CH:13][CH:12]=2)O)=[O:8])[CH:6]=[CH:5][CH:4]=[CH:3][CH:2]=1.C[O:18][C:19](=O)[CH2:20][S:21]([C:24]1[CH:29]=[CH:28][CH:27]=[CH:26][CH:25]=1)(=[O:23])=[O:22], predict the reaction product. The product is: [C:24]1([S:21]([C:20]2[C:19](=[O:18])[O:8][CH:7]([C:1]3[CH:6]=[CH:5][CH:4]=[CH:3][CH:2]=3)[C:9]=2[C:11]2[CH:16]=[CH:15][CH:14]=[CH:13][CH:12]=2)(=[O:22])=[O:23])[CH:25]=[CH:26][CH:27]=[CH:28][CH:29]=1. (6) The product is: [CH3:26][O:27][CH2:28][C:29]1[CH:34]=[C:33]([C:35]2[O:1][N:2]=[C:3]([C:5]3[CH:21]=[CH:20][C:8]([CH2:9][N:10]([CH3:19])[CH2:11][C:12]([OH:14])=[O:13])=[C:7]([C:22]([F:24])([F:23])[F:25])[CH:6]=3)[N:4]=2)[CH:32]=[CH:31][C:30]=1[C:38]1[CH:43]=[CH:42][CH:41]=[CH:40][C:39]=1[CH3:44]. Given the reactants [OH:1][N:2]=[C:3]([C:5]1[CH:21]=[CH:20][C:8]([CH2:9][N:10]([CH3:19])[CH2:11][C:12]([O:14]C(C)(C)C)=[O:13])=[C:7]([C:22]([F:25])([F:24])[F:23])[CH:6]=1)[NH2:4].[CH3:26][O:27][CH2:28][C:29]1[CH:34]=[C:33]([C:35](O)=O)[CH:32]=[CH:31][C:30]=1[C:38]1[CH:43]=[CH:42][CH:41]=[CH:40][C:39]=1[CH3:44].C(Cl)CCl, predict the reaction product. (7) Given the reactants C([Si](C)(C)[N:6]1[C:14]2[CH:13]=[C:12]3[O:15][CH2:16][O:17][C:11]3=[CH:10][C:9]=2[CH:8]=[CH:7]1)(C)(C)C.Cl[C:21]1[CH:26]=[CH:25][N:24]=[C:23]([NH:27][CH:28]2[CH2:33][C:32]([CH3:35])([CH3:34])[NH:31][C:30]([CH3:37])([CH3:36])[CH2:29]2)[N:22]=1.CCCC[N+](CCCC)(CCCC)CCCC.[F-], predict the reaction product. The product is: [O:17]1[C:11]2=[CH:10][C:9]3[C:8]([C:25]4[CH:26]=[CH:21][N:22]=[C:23]([NH:27][CH:28]5[CH2:33][C:32]([CH3:35])([CH3:34])[NH:31][C:30]([CH3:37])([CH3:36])[CH2:29]5)[N:24]=4)=[CH:7][NH:6][C:14]=3[CH:13]=[C:12]2[O:15][CH2:16]1. (8) Given the reactants [Si:1]([O:8][CH2:9][C:10]1[N:15]=[CH:14][C:13]2[N:16]=[CH:17][NH:18][C:12]=2[CH:11]=1)([C:4]([CH3:7])([CH3:6])[CH3:5])([CH3:3])[CH3:2].CN1C=CN=C1.Cl[C:26]1([C:32]([O:34][CH3:35])=[O:33])[C:30](=[O:31])[CH:29]=[CH:28][S:27]1, predict the reaction product. The product is: [Si:1]([O:8][CH2:9][C:10]1[N:15]=[CH:14][C:13]2[N:16]([C:28]3[S:27][C:26]([C:32]([O:34][CH3:35])=[O:33])=[C:30]([OH:31])[CH:29]=3)[CH:17]=[N:18][C:12]=2[CH:11]=1)([C:4]([CH3:7])([CH3:5])[CH3:6])([CH3:3])[CH3:2]. (9) Given the reactants Cl.[CH3:2][O:3][C:4]([CH:6]1[C:11](=[O:12])[CH2:10][CH2:9][NH:8][CH2:7]1)=[O:5].C(N(CC)CC)C.[C:20](O[C:20]([O:22][C:23]([CH3:26])([CH3:25])[CH3:24])=[O:21])([O:22][C:23]([CH3:26])([CH3:25])[CH3:24])=[O:21], predict the reaction product. The product is: [O:12]=[C:11]1[CH2:10][CH2:9][N:8]([C:20]([O:22][C:23]([CH3:26])([CH3:25])[CH3:24])=[O:21])[CH2:7][CH:6]1[C:4]([O:3][CH3:2])=[O:5]. (10) The product is: [CH:7]1([S:12]([C:13]2[CH:14]=[C:15]([CH2:19][CH2:20][CH2:21][CH2:22][O:23][CH2:24][CH2:25][CH2:26][CH2:27][CH2:28][CH2:29][N:30]3[CH2:34][C@@H:33]([C:35]4[CH:46]=[CH:45][C:38]5[O:39][C:40]([CH3:43])([CH3:44])[O:41][CH2:42][C:37]=5[CH:36]=4)[O:32][C:31]3=[O:47])[CH:16]=[CH:17][CH:18]=2)=[O:2])[CH2:8][CH2:9][CH2:10][CH2:11]1. Given the reactants I([O-])(=O)(=O)=[O:2].[Na+].[CH:7]1([S:12][C:13]2[CH:14]=[C:15]([CH2:19][CH2:20][CH2:21][CH2:22][O:23][CH2:24][CH2:25][CH2:26][CH2:27][CH2:28][CH2:29][N:30]3[CH2:34][C@@H:33]([C:35]4[CH:46]=[CH:45][C:38]5[O:39][C:40]([CH3:44])([CH3:43])[O:41][CH2:42][C:37]=5[CH:36]=4)[O:32][C:31]3=[O:47])[CH:16]=[CH:17][CH:18]=2)[CH2:11][CH2:10][CH2:9][CH2:8]1, predict the reaction product.